Dataset: Reaction yield outcomes from USPTO patents with 853,638 reactions. Task: Predict the reaction yield, written as a fraction of the theoretical maximum amount of product (1.0 means a 100% yield; for example, 0.34 means a 34% yield). (1) The reactants are [F:1][CH:2]([F:36])[O:3][C:4]1[CH:35]=[CH:34][CH:33]=[CH:32][C:5]=1[CH2:6][C:7]1[N:11]2[CH:12]=[C:13]([C:16]3[CH:17]=[N:18][C:19]([N:22]4[CH2:27][CH2:26][CH:25]([C:28](O)=[O:29])[CH2:24][CH2:23]4)=[N:20][CH:21]=3)[CH:14]=[CH:15][C:10]2=[N:9][C:8]=1[CH3:31].[CH3:37][S:38]([NH2:41])(=[O:40])=[O:39].Cl.C(N=C=NCCCN(C)C)C. The catalyst is C(Cl)Cl.CN(C)C1C=CN=CC=1. The product is [F:1][CH:2]([F:36])[O:3][C:4]1[CH:35]=[CH:34][CH:33]=[CH:32][C:5]=1[CH2:6][C:7]1[N:11]2[CH:12]=[C:13]([C:16]3[CH:21]=[N:20][C:19]([N:22]4[CH2:27][CH2:26][CH:25]([C:28]([NH:41][S:38]([CH3:37])(=[O:40])=[O:39])=[O:29])[CH2:24][CH2:23]4)=[N:18][CH:17]=3)[CH:14]=[CH:15][C:10]2=[N:9][C:8]=1[CH3:31]. The yield is 0.240. (2) The reactants are CN(C)C=O.Cl[CH2:7][CH2:8][CH2:9][O:10][C:11]1[CH:20]=[C:19]2[C:14]([C:15]([O:21][C:22]3[C:23]([CH3:32])=[N:24][C:25]4[C:30]([CH:31]=3)=[CH:29][CH:28]=[CH:27][CH:26]=4)=[CH:16][CH:17]=[N:18]2)=[CH:13][C:12]=1[O:33][CH3:34].C(=O)([O-])[O-].[K+].[K+].[NH:41]1[CH:45]=[CH:44][N:43]=[CH:42]1. The catalyst is O. The product is [N:41]1([CH2:7][CH2:8][CH2:9][O:10][C:11]2[CH:20]=[C:19]3[C:14]([C:15]([O:21][C:22]4[C:23]([CH3:32])=[N:24][C:25]5[C:30]([CH:31]=4)=[CH:29][CH:28]=[CH:27][CH:26]=5)=[CH:16][CH:17]=[N:18]3)=[CH:13][C:12]=2[O:33][CH3:34])[CH:45]=[CH:44][N:43]=[CH:42]1. The yield is 0.810.